Dataset: Catalyst prediction with 721,799 reactions and 888 catalyst types from USPTO. Task: Predict which catalyst facilitates the given reaction. (1) Reactant: [CH2:1]([N:4]([CH2:10][C:11]1[CH:12]=[N:13][CH:14]=NC=1)[C:5](=[O:9])[O:6][CH2:7][CH3:8])[C:2]#[CH:3]. Product: [CH2:1]1[C:2]2[CH:3]=[CH:14][N:13]=[CH:12][C:11]=2[CH2:10][N:4]1[C:5]([O:6][CH2:7][CH3:8])=[O:9]. The catalyst class is: 113. (2) Reactant: [C:1]([NH:4][C:5]1[S:6][C:7]([C:11]2[N:12]=[C:13]([C:16](Cl)=[O:17])[S:14][CH:15]=2)=[C:8]([CH3:10])[N:9]=1)(=[O:3])[CH3:2].[CH2:19]([NH2:22])[C:20]#[CH:21].C(N(CC)CC)C. Product: [C:1]([NH:4][C:5]1[S:6][C:7]([C:11]2[N:12]=[C:13]([C:16]([NH:22][CH2:19][C:20]#[CH:21])=[O:17])[S:14][CH:15]=2)=[C:8]([CH3:10])[N:9]=1)(=[O:3])[CH3:2]. The catalyst class is: 76. (3) Reactant: [CH2:1]([CH:3]1[C:8]2[NH:9][C:10]3[C:15]([C:7]=2[CH2:6][CH2:5][N:4]1[CH3:17])=[CH:14][C:13]([CH3:16])=[CH:12][CH:11]=3)[CH3:2].N1CCC[C@H]1C(O)=O.[O-]P([O-])([O-])=O.[K+].[K+].[K+].Br[CH:35]=[C:36]([C:38]1[CH:43]=[CH:42][C:41]([Cl:44])=[C:40]([Cl:45])[CH:39]=1)[CH3:37]. Product: [Cl:45][C:40]1[CH:39]=[C:38]([C:36]([CH3:37])=[CH:35][N:9]2[C:10]3[C:15](=[CH:14][C:13]([CH3:16])=[CH:12][CH:11]=3)[C:7]3[CH2:6][CH2:5][N:4]([CH3:17])[CH:3]([CH2:1][CH3:2])[C:8]2=3)[CH:43]=[CH:42][C:41]=1[Cl:44]. The catalyst class is: 122. (4) Reactant: [CH3:1][O:2][C:3]1[CH:17]=[CH:16][C:6]2[C:7]3([CH3:15])[CH2:12][CH2:11][NH:10][C:9](=O)[CH:8]3[O:14][C:5]=2[CH:4]=1.[AlH4-].[Li+].Cl.[OH-].[Na+]. Product: [CH3:1][O:2][C:3]1[CH:17]=[CH:16][C:6]2[C:7]3([CH3:15])[CH2:12][CH2:11][N:10]=[CH:9][CH:8]3[O:14][C:5]=2[CH:4]=1. The catalyst class is: 54. (5) Reactant: [CH3:1][C:2]1[N:6]=[CH:5][N:4]([C:7]2[CH:18]=[CH:17][C:16]([N+:19]([O-:21])=[O:20])=[CH:15][C:8]=2[O:9][CH2:10][CH2:11][CH2:12][CH2:13][NH2:14])[N:3]=1.[C:22]([OH:28])([C:24]([F:27])([F:26])[F:25])=[O:23].[Cl:29][C:30]1[N:31]=[C:32](Cl)[C:33]2[CH2:39][N:38]([CH3:40])[CH2:37][CH:36]([C:41]3[CH:46]=[CH:45][C:44]([F:47])=[CH:43][CH:42]=3)[C:34]=2[N:35]=1.CCN(C(C)C)C(C)C. Product: [Cl:29][C:30]1[N:31]=[C:32]([NH:14][CH2:13][CH2:12][CH2:11][CH2:10][O:9][C:8]2[CH:15]=[C:16]([N+:19]([O-:21])=[O:20])[CH:17]=[CH:18][C:7]=2[N:4]2[CH:5]=[N:6][C:2]([CH3:1])=[N:3]2)[C:33]2[CH2:39][N:38]([CH3:40])[CH2:37][CH:36]([C:41]3[CH:46]=[CH:45][C:44]([F:47])=[CH:43][CH:42]=3)[C:34]=2[N:35]=1.[C:22]([OH:28])([C:24]([F:27])([F:26])[F:25])=[O:23]. The catalyst class is: 382. (6) The catalyst class is: 3. Product: [OH:28][C@@H:23]1[CH2:24][CH2:25][CH2:26][CH2:27][C@H:22]1[NH:21][C:2]1[N:3]([CH3:19])[C:4](=[O:18])[C:5]2[C:10]([NH:11][C:12]3[CH:17]=[CH:16][CH:15]=[CH:14][CH:13]=3)=[N:9][NH:8][C:6]=2[N:7]=1. Reactant: Cl[C:2]1[N:3]([CH3:19])[C:4](=[O:18])[C:5]2[C:10]([NH:11][C:12]3[CH:17]=[CH:16][CH:15]=[CH:14][CH:13]=3)=[N:9][NH:8][C:6]=2[N:7]=1.Cl.[NH2:21][C@@H:22]1[CH2:27][CH2:26][CH2:25][CH2:24][C@H:23]1[OH:28].CCN(C(C)C)C(C)C.